From a dataset of Acute oral toxicity (LD50) regression data from Zhu et al.. Regression/Classification. Given a drug SMILES string, predict its toxicity properties. Task type varies by dataset: regression for continuous values (e.g., LD50, hERG inhibition percentage) or binary classification for toxic/non-toxic outcomes (e.g., AMES mutagenicity, cardiotoxicity, hepatotoxicity). Dataset: ld50_zhu. (1) The molecule is Nc1ccccc1N. The rat oral LD50 is 2.00, given as -log10 of the dose in mol/kg body weight (higher means more acutely toxic). (2) The rat oral LD50 is 1.80, given as -log10 of the dose in mol/kg body weight (higher means more acutely toxic). The drug is CC(=O)Nc1ccc(O)cc1. (3) The molecule is CC1(CCl)COC1. The rat oral LD50 is 2.03, given as -log10 of the dose in mol/kg body weight (higher means more acutely toxic).